Dataset: Peptide-MHC class I binding affinity with 185,985 pairs from IEDB/IMGT. Task: Regression. Given a peptide amino acid sequence and an MHC pseudo amino acid sequence, predict their binding affinity value. This is MHC class I binding data. (1) The peptide sequence is HPVHAGPVA. The MHC is HLA-B53:01 with pseudo-sequence HLA-B53:01. The binding affinity (normalized) is 0.297. (2) The peptide sequence is ILYKRETTR. The MHC is HLA-B27:05 with pseudo-sequence HLA-B27:05. The binding affinity (normalized) is 0. (3) The peptide sequence is LQSLENVAY. The MHC is HLA-A29:02 with pseudo-sequence HLA-A29:02. The binding affinity (normalized) is 0.186. (4) The peptide sequence is KSKSRRLNL. The MHC is HLA-A30:01 with pseudo-sequence HLA-A30:01. The binding affinity (normalized) is 0.765. (5) The peptide sequence is MELSLRAIQ. The MHC is HLA-B51:01 with pseudo-sequence HLA-B51:01. The binding affinity (normalized) is 0.0847. (6) The peptide sequence is SLKRFTHTTA. The MHC is HLA-A02:06 with pseudo-sequence HLA-A02:06. The binding affinity (normalized) is 0.178.